Predict the reactants needed to synthesize the given product. From a dataset of Full USPTO retrosynthesis dataset with 1.9M reactions from patents (1976-2016). (1) The reactants are: [NH2:1][C@H:2]1[CH2:6][CH2:5][CH2:4][C@H:3]1[C:7]([O:9][CH2:10][CH3:11])=[O:8].[Cl:12][C:13]1[CH:18]=[CH:17][C:16]([S:19](Cl)(=[O:21])=[O:20])=[CH:15][CH:14]=1.C(N(CC)CC)C.C(OCC)C. Given the product [Cl:12][C:13]1[CH:18]=[CH:17][C:16]([S:19]([NH:1][C@H:2]2[CH2:6][CH2:5][CH2:4][C@H:3]2[C:7]([O:9][CH2:10][CH3:11])=[O:8])(=[O:21])=[O:20])=[CH:15][CH:14]=1, predict the reactants needed to synthesize it. (2) Given the product [Cl:1][C:2]1[CH:3]=[CH:4][C:5]2[N:11]3[CH:12]=[CH:13][CH:14]=[C:10]3[C@@H:9]([CH2:15][CH2:16][CH2:17][N:18]3[N:22]=[N:21][C:20]([CH2:23][C:24]([OH:26])=[O:25])=[N:19]3)[O:8][C@H:7]([C:29]3[CH:34]=[CH:33][CH:32]=[C:31]([O:35][CH3:36])[C:30]=3[O:37][CH3:38])[C:6]=2[CH:39]=1, predict the reactants needed to synthesize it. The reactants are: [Cl:1][C:2]1[CH:3]=[CH:4][C:5]2[N:11]3[CH:12]=[CH:13][CH:14]=[C:10]3[C@@H:9]([CH2:15][CH2:16][CH2:17][N:18]3[N:22]=[N:21][C:20]([CH2:23][C:24]([O:26]CC)=[O:25])=[N:19]3)[O:8][C@H:7]([C:29]3[CH:34]=[CH:33][CH:32]=[C:31]([O:35][CH3:36])[C:30]=3[O:37][CH3:38])[C:6]=2[CH:39]=1.C(=O)([O-])[O-].[K+].[K+].ClC1C=CC2N3C=CC=C3[C@@H](CCC3N=NN(CC(O)=O)N=3)O[C@H](C3C=CC=C(OC)C=3OC)C=2C=1. (3) Given the product [CH3:1][C:2]1[CH:3]=[C:4]([CH:19]=[CH:20][CH:21]=1)[CH:5]([NH2:29])[N:6]1[C:10]([C:11]([F:14])([F:13])[F:12])=[CH:9][C:8]([C:15]([F:18])([F:17])[F:16])=[N:7]1, predict the reactants needed to synthesize it. The reactants are: [CH3:1][C:2]1[CH:3]=[C:4]([CH:19]=[CH:20][C:21]=1[N+]([O-])=O)[CH2:5][N:6]1[C:10]([C:11]([F:14])([F:13])[F:12])=[CH:9][C:8]([C:15]([F:18])([F:17])[F:16])=[N:7]1.C([O-])(=O)C.[NH4+:29].CC(C)=O. (4) Given the product [CH3:10][O:11][C:12](=[O:35])[C:13]1[CH:18]=[CH:17][CH:16]=[C:15]([CH2:19][N:20]2[C:28]3[C:33](=[CH:32][CH:31]=[CH:30][CH:29]=3)/[C:22](=[C:23](\[C:1]3[CH:6]=[CH:5][CH:4]=[CH:3][CH:2]=3)/[CH:24]([CH3:26])[CH3:25])/[C:21]2=[O:27])[CH:14]=1, predict the reactants needed to synthesize it. The reactants are: [C:1]1(B(O)O)[CH:6]=[CH:5][CH:4]=[CH:3][CH:2]=1.[CH3:10][O:11][C:12](=[O:35])[C:13]1[CH:18]=[CH:17][CH:16]=[C:15]([CH2:19][N:20]([C:28]2[CH:33]=[CH:32][CH:31]=[CH:30][C:29]=2I)[C:21](=[O:27])[C:22]#[C:23][CH:24]([CH3:26])[CH3:25])[CH:14]=1. (5) Given the product [C:1]([NH:5][C:6]([C:8]1[C:16]2[C:11](=[N:12][CH:13]=[C:14]([C:17]3[C:25]4[C:20](=[CH:21][CH:22]=[C:23]([O:26][CH:27]([F:29])[F:28])[CH:24]=4)[N:19]([CH2:30][CH2:31][CH2:32][N:33]4[CH2:37][CH2:36][C:35]([F:38])([F:39])[CH2:34]4)[N:18]=3)[N:15]=2)[NH:10][CH:9]=1)=[O:7])([CH3:4])([CH3:2])[CH3:3], predict the reactants needed to synthesize it. The reactants are: [C:1]([NH:5][C:6]([C:8]1[C:16]2[C:11](=[N:12][CH:13]=[C:14]([C:17]3[C:25]4[C:20](=[CH:21][CH:22]=[C:23]([O:26][CH:27]([F:29])[F:28])[CH:24]=4)[N:19]([CH2:30][CH2:31][CH2:32][N:33]4[CH2:37][CH2:36][C:35]([F:39])([F:38])[CH2:34]4)[N:18]=3)[N:15]=2)[N:10](COCC[Si](C)(C)C)[CH:9]=1)=[O:7])([CH3:4])([CH3:3])[CH3:2].FC(F)(F)C(O)=O. (6) Given the product [NH2:1][C:2]1[C:3]2[N:4]([C:8]([C@@H:12]3[CH2:16][CH2:15][CH2:14][NH:13]3)=[N:9][C:10]=2[C:41]2[CH:40]=[CH:39][C:29]([C:30]([NH:32][C:33]3[CH:38]=[CH:37][CH:36]=[CH:35][N:34]=3)=[O:31])=[C:28]([F:27])[CH:42]=2)[CH:5]=[CH:6][N:7]=1, predict the reactants needed to synthesize it. The reactants are: [NH2:1][C:2]1[C:3]2[N:4]([C:8]([C@@H:12]3[CH2:16][CH2:15][CH2:14][N:13]3C(OCC3C=CC=CC=3)=O)=[N:9][C:10]=2Br)[CH:5]=[CH:6][N:7]=1.[F:27][C:28]1[CH:42]=[C:41](B2OC(C)(C)C(C)(C)O2)[CH:40]=[CH:39][C:29]=1[C:30]([NH:32][C:33]1[CH:38]=[CH:37][CH:36]=[CH:35][N:34]=1)=[O:31]. (7) The reactants are: [F-].[CH2:2]([N+](CCCC)(CCCC)CCCC)CCC.[Cl:19][C:20]1[CH:41]=[C:40]([C:42]([NH:44][CH2:45][C:46]2[CH:51]=[CH:50][CH:49]=[C:48]([O:52][Si](C(C)(C)C)(C)C)[CH:47]=2)=[O:43])[CH:39]=[C:38]([Cl:60])[C:21]=1[C:22]([NH:24][C@H:25]([C:35]([OH:37])=[O:36])[CH2:26][NH:27][C:28]([C:30]1[S:31][CH:32]=[CH:33][CH:34]=1)=[O:29])=[O:23]. Given the product [Cl:60][C:38]1[CH:39]=[C:40]([C:42]([NH:44][CH2:45][C:46]2[CH:51]=[CH:50][CH:49]=[C:48]([OH:52])[CH:47]=2)=[O:43])[CH:41]=[C:20]([Cl:19])[C:21]=1[C:22]([NH:24][C@H:25]([C:35]([O:37][CH3:2])=[O:36])[CH2:26][NH:27][C:28]([C:30]1[S:31][CH:32]=[CH:33][CH:34]=1)=[O:29])=[O:23], predict the reactants needed to synthesize it.